The task is: Predict the reaction yield, written as a fraction of the theoretical maximum amount of product (1.0 means a 100% yield; for example, 0.34 means a 34% yield).. This data is from Reaction yield outcomes from USPTO patents with 853,638 reactions. (1) The catalyst is [Cu](Cl)Cl. The yield is 0.228. The product is [NH2:4][C:3]1[C:2]([CH3:1])=[CH:8][C:7]([CH:13]=[O:11])=[C:6]([CH3:9])[CH:5]=1. The reactants are [CH3:1][C:2]1[CH:8]=[CH:7][C:6]([CH3:9])=[CH:5][C:3]=1[NH2:4].Cl.[OH-:11].[Na+].[CH3:13]S(C)=O. (2) The reactants are [Cl:1][C:2]1[CH:8]=[CH:7][C:5]([NH2:6])=[CH:4][CH:3]=1.B(Cl)(Cl)Cl.[C:13]([C:15]1[CH:20]=[CH:19][N:18]=[CH:17][CH:16]=1)#N.[Al+3].[Cl-].[Cl-].[Cl-].Cl.[OH-:26].[Na+]. The catalyst is C(Cl)Cl.O. The product is [NH2:6][C:5]1[CH:7]=[CH:8][C:2]([Cl:1])=[CH:3][C:4]=1[C:13]([C:15]1[CH:20]=[CH:19][N:18]=[CH:17][CH:16]=1)=[O:26]. The yield is 0.750. (3) The reactants are [C:1]([C:4]1[S:5][C:6](Br)=[CH:7][CH:8]=1)(=O)[CH3:2].[Br:10][C:11]1[S:15][C:14]([C:16]([CH2:18][C:19]#[N:20])=[O:17])=[CH:13][CH:12]=1.C1(=[O:27])CCCCC1.N1CCOCC1.[S]. No catalyst specified. The product is [NH2:20][C:19]1[S:5](=[O:27])[C:6]2[CH2:2][CH2:1][CH2:4][CH2:8][C:7]=2[C:18]=1[C:16]([C:14]1[S:15][C:11]([Br:10])=[CH:12][CH:13]=1)=[O:17]. The yield is 0.660.